Task: Predict the reactants needed to synthesize the given product.. Dataset: Full USPTO retrosynthesis dataset with 1.9M reactions from patents (1976-2016) Given the product [ClH:32].[F:1][C:2]1[CH:7]=[CH:6][C:5]([C:8]2[C:10]([CH2:11][CH2:12][N:13]3[CH2:18][CH2:17][C:16]([C:24]4[CH:29]=[CH:28][CH:27]=[CH:26][CH:25]=4)([C:19]([O:21][CH2:22][CH3:23])=[O:20])[CH2:15][CH2:14]3)=[CH:30][O:31][N:33]=2)=[CH:4][CH:3]=1, predict the reactants needed to synthesize it. The reactants are: [F:1][C:2]1[CH:7]=[CH:6][C:5]([C:8]([C:10](=[CH:30][OH:31])[CH2:11][CH2:12][N:13]2[CH2:18][CH2:17][C:16]([C:24]3[CH:29]=[CH:28][CH:27]=[CH:26][CH:25]=3)([C:19]([O:21][CH2:22][CH3:23])=[O:20])[CH2:15][CH2:14]2)=O)=[CH:4][CH:3]=1.[ClH:32].[NH2:33]O.